This data is from Forward reaction prediction with 1.9M reactions from USPTO patents (1976-2016). The task is: Predict the product of the given reaction. (1) Given the reactants [CH3:1][N:2]([CH2:4][C:5]1[N:6]([C:37]2[CH:42]=[CH:41][C:40]([N+:43]([O-])=O)=[CH:39][CH:38]=2)[N:7]=[C:8]2[C:13]=1[C:12](=[O:14])[N:11]([C:15]1[CH:20]=[CH:19][CH:18]=[C:17]([O:21][CH3:22])[C:16]=1[F:23])[C:10](=[O:24])[N:9]2[CH2:25][C:26]1[C:31]([C:32]([F:35])([F:34])[F:33])=[CH:30][CH:29]=[CH:28][C:27]=1[F:36])[CH3:3].Cl, predict the reaction product. The product is: [NH2:43][C:40]1[CH:39]=[CH:38][C:37]([N:6]2[C:5]([CH2:4][N:2]([CH3:3])[CH3:1])=[C:13]3[C:8]([N:9]([CH2:25][C:26]4[C:31]([C:32]([F:35])([F:34])[F:33])=[CH:30][CH:29]=[CH:28][C:27]=4[F:36])[C:10](=[O:24])[N:11]([C:15]4[CH:20]=[CH:19][CH:18]=[C:17]([O:21][CH3:22])[C:16]=4[F:23])[C:12]3=[O:14])=[N:7]2)=[CH:42][CH:41]=1. (2) Given the reactants N1C=CN=C1.[C:6]([Si:10](Cl)([CH3:12])[CH3:11])([CH3:9])([CH3:8])[CH3:7].[CH:14]#[C:15][C@@H:16]([OH:22])[CH2:17][CH2:18][CH2:19][CH2:20][CH3:21].Cl, predict the reaction product. The product is: [C:6]([Si:10]([CH3:12])([CH3:11])[O:22][C@@H:16]([CH2:17][CH2:18][CH2:19][CH2:20][CH3:21])[C:15]#[CH:14])([CH3:9])([CH3:8])[CH3:7]. (3) Given the reactants B(Br)(Br)Br.CCCCCCC.C[O:13][C:14]1[CH:19]=[CH:18][C:17]([CH2:20][CH2:21][NH:22][C@H:23]2[CH2:28][CH2:27][C@H:26]([OH:29])[CH2:25][CH2:24]2)=[CH:16][CH:15]=1, predict the reaction product. The product is: [OH:29][C@H:26]1[CH2:27][CH2:28][C@H:23]([NH:22][CH2:21][CH2:20][C:17]2[CH:16]=[CH:15][C:14]([OH:13])=[CH:19][CH:18]=2)[CH2:24][CH2:25]1. (4) Given the reactants [Cl:1][C:2]1[CH:3]=[C:4]([C:8]2[C:17]([CH:18]=[O:19])=[CH:16][C:15]([O:20][CH3:21])=[C:14]3[C:9]=2[CH:10]=[N:11][C:12]([NH:22][CH3:23])=[N:13]3)[CH:5]=[CH:6][CH:7]=1.Cl([O-])=[O:25].[Na+].O.O.P([O-])(O)(O)=O.[Na+].S(=O)(=O)(O)N.Cl, predict the reaction product. The product is: [C:18]([C:17]1[C:8]([C:4]2[CH:5]=[CH:6][CH:7]=[C:2]([Cl:1])[CH:3]=2)=[C:9]2[C:14](=[C:15]([O:20][CH3:21])[CH:16]=1)[N:13]=[C:12]([NH:22][CH3:23])[N:11]=[CH:10]2)([OH:25])=[O:19]. (5) Given the reactants [H-].[Na+].[CH2:3]([O:10][C:11]1[CH:12]=[C:13]2[C:18](=[CH:19][CH:20]=1)[C:17]([OH:21])=[C:16]([Br:22])[CH:15]=[CH:14]2)[C:4]1[CH:9]=[CH:8][CH:7]=[CH:6][CH:5]=1.[CH3:23][S:24](Cl)(=[O:26])=[O:25].C(=O)(O)[O-].[Na+], predict the reaction product. The product is: [CH2:3]([O:10][C:11]1[CH:12]=[C:13]2[C:18](=[CH:19][CH:20]=1)[C:17]([O:21][S:24]([CH3:23])(=[O:26])=[O:25])=[C:16]([Br:22])[CH:15]=[CH:14]2)[C:4]1[CH:5]=[CH:6][CH:7]=[CH:8][CH:9]=1.